Dataset: Full USPTO retrosynthesis dataset with 1.9M reactions from patents (1976-2016). Task: Predict the reactants needed to synthesize the given product. Given the product [CH3:16][C:12]1[C:13](=[O:14])[NH:8][C:7](=[S:9])[NH:10][N:11]=1, predict the reactants needed to synthesize it. The reactants are: C([O-])([O-])=O.[Na+].[Na+].[C:7]([NH:10][N:11]=[C:12]([CH3:16])[C:13](O)=[O:14])(=[S:9])[NH2:8].Cl.